This data is from Full USPTO retrosynthesis dataset with 1.9M reactions from patents (1976-2016). The task is: Predict the reactants needed to synthesize the given product. The reactants are: [F:1][C:2]1[CH:7]=[CH:6][C:5]([C:8](=[O:24])[CH:9]([NH:21]C=O)[CH2:10][C:11]2[CH:16]=[CH:15][C:14]([C:17]([F:20])([F:19])[F:18])=[CH:13][CH:12]=2)=[CH:4][CH:3]=1.[ClH:25]. Given the product [ClH:25].[F:1][C:2]1[CH:3]=[CH:4][C:5]([C:8](=[O:24])[CH:9]([NH2:21])[CH2:10][C:11]2[CH:16]=[CH:15][C:14]([C:17]([F:20])([F:19])[F:18])=[CH:13][CH:12]=2)=[CH:6][CH:7]=1, predict the reactants needed to synthesize it.